Dataset: Full USPTO retrosynthesis dataset with 1.9M reactions from patents (1976-2016). Task: Predict the reactants needed to synthesize the given product. (1) Given the product [F:27][C:2]1([F:1])[CH2:5][CH:4]([NH:6][C:7]2[N:12]=[C:11]([NH:13][C:14]3[CH:19]=[CH:18][N:17]=[C:16]([C:20]([F:21])([F:22])[F:23])[CH:15]=3)[N:10]=[C:9]([C:24]3[S:26][CH2:29][C:30]([C:31]([F:34])([F:33])[F:32])([OH:35])[N:25]=3)[N:8]=2)[CH2:3]1, predict the reactants needed to synthesize it. The reactants are: [F:1][C:2]1([F:27])[CH2:5][CH:4]([NH:6][C:7]2[N:12]=[C:11]([NH:13][C:14]3[CH:19]=[CH:18][N:17]=[C:16]([C:20]([F:23])([F:22])[F:21])[CH:15]=3)[N:10]=[C:9]([C:24](=[S:26])[NH2:25])[N:8]=2)[CH2:3]1.Br[CH2:29][C:30](=[O:35])[C:31]([F:34])([F:33])[F:32]. (2) Given the product [CH2:21]([N:23]1[C:31]2[C:26](=[CH:27][CH:28]=[C:29]([O:32][CH3:33])[CH:30]=2)[C:25]([C:34]#[N:35])=[C:24]1[Sn:40]([CH2:41][CH2:42][CH2:43][CH3:44])([CH2:45][CH2:46][CH2:47][CH3:48])[CH2:36][CH2:37][CH2:38][CH3:39])[CH3:22], predict the reactants needed to synthesize it. The reactants are: C(NC(C)C)(C)C.C([Li])CCC.[Li+].CC([N-]C(C)C)C.[CH2:21]([N:23]1[C:31]2[C:26](=[CH:27][CH:28]=[C:29]([O:32][CH3:33])[CH:30]=2)[C:25]([C:34]#[N:35])=[CH:24]1)[CH3:22].[CH2:36]([Sn:40](I)([CH2:45][CH2:46][CH2:47][CH3:48])[CH2:41][CH2:42][CH2:43][CH3:44])[CH2:37][CH2:38][CH3:39]. (3) The reactants are: [CH3:1][O:2][C:3](=[O:36])[C@@H:4]([NH:14][C:15]([C:17]1[C:18]([CH3:35])=[N:19][C:20]([NH:24][CH2:25][CH2:26][CH2:27][C:28]2[CH:33]=[CH:32][CH:31]=[C:30]([OH:34])[CH:29]=2)=[N:21][C:22]=1[CH3:23])=[O:16])[CH2:5][NH:6]C(OC(C)(C)C)=O.[ClH:37]. Given the product [ClH:37].[CH3:1][O:2][C:3](=[O:36])[C@@H:4]([NH:14][C:15]([C:17]1[C:18]([CH3:35])=[N:19][C:20]([NH:24][CH2:25][CH2:26][CH2:27][C:28]2[CH:33]=[CH:32][CH:31]=[C:30]([OH:34])[CH:29]=2)=[N:21][C:22]=1[CH3:23])=[O:16])[CH2:5][NH2:6], predict the reactants needed to synthesize it.